The task is: Regression. Given two drug SMILES strings and cell line genomic features, predict the synergy score measuring deviation from expected non-interaction effect.. This data is from NCI-60 drug combinations with 297,098 pairs across 59 cell lines. (1) Drug 1: C1C(C(OC1N2C=NC3=C(N=C(N=C32)Cl)N)CO)O. Drug 2: C1=NNC2=C1C(=O)NC=N2. Cell line: T-47D. Synergy scores: CSS=-0.449, Synergy_ZIP=-4.91, Synergy_Bliss=-1.47, Synergy_Loewe=-15.9, Synergy_HSA=-3.28. (2) Drug 1: CC12CCC3C(C1CCC2=O)CC(=C)C4=CC(=O)C=CC34C. Drug 2: C1CC(C1)(C(=O)O)C(=O)O.[NH2-].[NH2-].[Pt+2]. Cell line: SK-MEL-28. Synergy scores: CSS=34.8, Synergy_ZIP=-0.280, Synergy_Bliss=0.713, Synergy_Loewe=1.18, Synergy_HSA=2.65. (3) Drug 1: CC1=C2C(C(=O)C3(C(CC4C(C3C(C(C2(C)C)(CC1OC(=O)C(C(C5=CC=CC=C5)NC(=O)C6=CC=CC=C6)O)O)OC(=O)C7=CC=CC=C7)(CO4)OC(=O)C)O)C)OC(=O)C. Drug 2: C1=CN(C=N1)CC(O)(P(=O)(O)O)P(=O)(O)O. Cell line: SK-OV-3. Synergy scores: CSS=23.5, Synergy_ZIP=-6.55, Synergy_Bliss=-2.67, Synergy_Loewe=-17.1, Synergy_HSA=-1.96.